From a dataset of Catalyst prediction with 721,799 reactions and 888 catalyst types from USPTO. Predict which catalyst facilitates the given reaction. (1) Reactant: P(Cl)(Cl)([Cl:3])=O.[CH3:6][O:7][C:8]1[N:13]=[CH:12][C:11]([C:14]2[C:23]3[C:18](=[CH:19][CH:20]=[CH:21][CH:22]=3)[C:17](=O)[NH:16][N:15]=2)=[CH:10][CH:9]=1. Product: [Cl:3][C:17]1[C:18]2[C:23](=[CH:22][CH:21]=[CH:20][CH:19]=2)[C:14]([C:11]2[CH:12]=[N:13][C:8]([O:7][CH3:6])=[CH:9][CH:10]=2)=[N:15][N:16]=1. The catalyst class is: 17. (2) Reactant: C(N[C@H:9]([C:27](O)=O)[CH2:10][C:11]1[CH:16]=[CH:15][C:14](OCC2C(Cl)=CC=CC=2Cl)=[CH:13][CH:12]=1)(OC(C)(C)C)=O.CN1CCOCC1.Cl[C:38]([O:40][CH2:41][CH:42](C)C)=[O:39]. Product: [CH2:41]([O:40][C:38](=[O:39])[CH2:27][CH2:9][CH2:10][C:11]1[CH:12]=[CH:13][CH:14]=[CH:15][CH:16]=1)[CH3:42]. The catalyst class is: 28.